From a dataset of Reaction yield outcomes from USPTO patents with 853,638 reactions. Predict the reaction yield, written as a fraction of the theoretical maximum amount of product (1.0 means a 100% yield; for example, 0.34 means a 34% yield). (1) The reactants are [Br:1][C:2]1[CH:3]=[C:4]([C:8]([NH:11][CH2:12][C@@H:13]([OH:32])[C@@H:14]([NH:24][C:25](=[O:31])OC(C)(C)C)[CH2:15][C:16]2[CH:21]=[C:20]([F:22])[CH:19]=[C:18]([F:23])[CH:17]=2)([CH3:10])[CH3:9])[CH:5]=[CH:6][CH:7]=1.F[C:34](F)(F)[C:35]([OH:37])=O.[C:40](C1NC=CN=1)(=O)C.[ClH:48]. The catalyst is C(Cl)Cl.CCOCC. The product is [ClH:48].[C:35]([O:32][C@H:13]([CH2:12][NH:11][C:8]([C:4]1[CH:5]=[CH:6][CH:7]=[C:2]([Br:1])[CH:3]=1)([CH3:10])[CH3:9])[C@@H:14]([NH:24][C:25](=[O:31])[CH3:40])[CH2:15][C:16]1[CH:17]=[C:18]([F:23])[CH:19]=[C:20]([F:22])[CH:21]=1)(=[O:37])[CH3:34]. The yield is 0.680. (2) The reactants are [CH2:1]([O:3][C:4]1[CH:5]=[C:6]([CH:22]=[CH:23][C:24]=1[O:25][CH2:26][C:27]1[N:28]=[C:29]([C:33]2[O:34][CH:35]=[CH:36][CH:37]=2)[O:30][C:31]=1[CH3:32])[CH2:7][O:8][C:9]1[C:13]([CH:14]=O)=[CH:12][N:11]([C:16]2[CH:21]=[CH:20][CH:19]=[CH:18][CH:17]=2)[N:10]=1)[CH3:2].[CH2:38]([P:47](=[O:54])([O:51][CH2:52][CH3:53])[O:48][CH2:49][CH3:50])P(=O)(OCC)OCC.CN(C)C=O.[H-].[Na+]. The catalyst is O. The product is [CH2:1]([O:3][C:4]1[CH:5]=[C:6]([CH:22]=[CH:23][C:24]=1[O:25][CH2:26][C:27]1[N:28]=[C:29]([C:33]2[O:34][CH:35]=[CH:36][CH:37]=2)[O:30][C:31]=1[CH3:32])[CH2:7][O:8][C:9]1[C:13](/[CH:14]=[CH:38]/[P:47](=[O:54])([O:48][CH2:49][CH3:50])[O:51][CH2:52][CH3:53])=[CH:12][N:11]([C:16]2[CH:17]=[CH:18][CH:19]=[CH:20][CH:21]=2)[N:10]=1)[CH3:2]. The yield is 0.550. (3) The reactants are ClC(Cl)(Cl)COC([N:7]1[C:19]2[CH2:18][N:17]([S:20]([CH2:23][C:24]3([C:30]([O:32]C)=[O:31])[CH2:29][CH2:28][O:27][CH2:26][CH2:25]3)(=[O:22])=[O:21])[CH2:16][CH2:15][C:14]=2[C:13]2[C:8]1=[CH:9][CH:10]=[CH:11][CH:12]=2)=O.O.[OH-].[Li+]. The catalyst is O1CCCC1.CO.O. The product is [CH2:18]1[C:19]2[NH:7][C:8]3[C:13](=[CH:12][CH:11]=[CH:10][CH:9]=3)[C:14]=2[CH2:15][CH2:16][N:17]1[S:20]([CH2:23][C:24]1([C:30]([OH:32])=[O:31])[CH2:25][CH2:26][O:27][CH2:28][CH2:29]1)(=[O:21])=[O:22]. The yield is 0.800. (4) The reactants are [NH2:1][C:2]1[N:10]=[CH:9][N:8]=[C:7]2[C:3]=1[N:4]=[CH:5][N:6]2[C@H:11]1[C@@H:15]2[O:16]C(C)(C)[O:18][C@@H:14]2[C@@H:13]([CH2:21][N:22]([CH3:41])[CH2:23][CH2:24][CH:25]([NH:27][C:28]([NH:30][C:31]2[CH:36]=[CH:35][C:34]([C:37]([CH3:40])([CH3:39])[CH3:38])=[CH:33][CH:32]=2)=[O:29])[CH3:26])[O:12]1.C([O-])([O-])=O.[K+].[K+]. The catalyst is C(O)(C(F)(F)F)=O.O. The product is [NH2:1][C:2]1[N:10]=[CH:9][N:8]=[C:7]2[C:3]=1[N:4]=[CH:5][N:6]2[C@@H:11]1[O:12][C@H:13]([CH2:21][N:22]([CH3:41])[CH2:23][CH2:24][CH:25]([NH:27][C:28]([NH:30][C:31]2[CH:32]=[CH:33][C:34]([C:37]([CH3:38])([CH3:40])[CH3:39])=[CH:35][CH:36]=2)=[O:29])[CH3:26])[C@@H:14]([OH:18])[C@H:15]1[OH:16]. The yield is 0.770. (5) The reactants are [N:1]1[C:8]([Cl:9])=[N:7][C:5](Cl)=[N:4][C:2]=1[Cl:3].[CH:10]12[O:17][CH:14]([CH2:15][CH2:16]1)[CH2:13][NH:12][CH2:11]2. No catalyst specified. The product is [Cl:9][C:8]1[N:1]=[C:2]([Cl:3])[N:4]=[C:5]([N:12]2[CH2:11][CH:10]3[O:17][CH:14]([CH2:15][CH2:16]3)[CH2:13]2)[N:7]=1. The yield is 0.470. (6) The reactants are [OH:1][C:2]1[CH:3]=[C:4]2[C:9](=[CH:10][CH:11]=1)[CH:8]=[C:7]([C@:12]1([CH3:18])[CH2:16][O:15][C:14](=[O:17])[NH:13]1)[CH:6]=[CH:5]2.[CH2:19]([C@H:21]1[CH2:26][CH2:25][C@H:24](O)[CH2:23][CH2:22]1)[CH3:20].O1CCCC1.C1(P(C2C=CC=CC=2)C2C=CC=CC=2)C=CC=CC=1.N(C(OC(C)C)=O)=NC(OC(C)C)=O. The catalyst is C(OCC)(=O)C. The product is [CH2:19]([C@@H:21]1[CH2:26][CH2:25][C@H:24]([O:1][C:2]2[CH:3]=[C:4]3[C:9](=[CH:10][CH:11]=2)[CH:8]=[C:7]([C@:12]2([CH3:18])[CH2:16][O:15][C:14](=[O:17])[NH:13]2)[CH:6]=[CH:5]3)[CH2:23][CH2:22]1)[CH3:20]. The yield is 0.880.